From a dataset of Full USPTO retrosynthesis dataset with 1.9M reactions from patents (1976-2016). Predict the reactants needed to synthesize the given product. Given the product [C:22]1([CH3:49])[CH:27]=[CH:26][C:25]([C:28]([C@@:30]([C:46]([OH:48])=[O:47])([OH:45])[C@@:31]([C:36]([C:38]2[CH:39]=[CH:40][C:41]([CH3:44])=[CH:42][CH:43]=2)=[O:37])([OH:35])[C:32]([OH:34])=[O:33])=[O:29])=[CH:24][CH:23]=1.[CH3:1][O:2][C:3]1[CH:4]=[C:5]([C@:11]([CH:19]([CH3:21])[CH3:20])([CH2:14][CH2:15][CH2:16][NH:17][CH3:18])[C:12]#[N:13])[CH:6]=[CH:7][C:8]=1[O:9][CH3:10], predict the reactants needed to synthesize it. The reactants are: [CH3:1][O:2][C:3]1[CH:4]=[C:5]([C:11]([CH:19]([CH3:21])[CH3:20])([CH2:14][CH2:15][CH2:16][NH:17][CH3:18])[C:12]#[N:13])[CH:6]=[CH:7][C:8]=1[O:9][CH3:10].[C:22]1([CH3:49])[CH:27]=[CH:26][C:25]([C:28]([C@:30]([C:46]([OH:48])=[O:47])([OH:45])[C@:31]([C:36]([C:38]2[CH:43]=[CH:42][C:41]([CH3:44])=[CH:40][CH:39]=2)=[O:37])([OH:35])[C:32]([OH:34])=[O:33])=[O:29])=[CH:24][CH:23]=1.C1(C)C=CC(C([C@@](C(O)=O)(O)[C@@](C(C2C=CC(C)=CC=2)=O)(O)C(O)=O)=O)=CC=1.